This data is from Forward reaction prediction with 1.9M reactions from USPTO patents (1976-2016). The task is: Predict the product of the given reaction. (1) Given the reactants Br[C:2]1[CH:3]=[N:4][C:5]2[N:6]([CH:8]=[C:9]([CH2:11][O:12][C:13]3[CH:18]=[CH:17][C:16]([F:19])=[CH:15][CH:14]=3)[N:10]=2)[CH:7]=1.[Cl:20][C:21]1[CH:26]=[C:25]([F:27])[CH:24]=[CH:23][C:22]=1B(O)O, predict the reaction product. The product is: [Cl:20][C:21]1[CH:26]=[C:25]([F:27])[CH:24]=[CH:23][C:22]=1[C:2]1[CH:3]=[N:4][C:5]2[N:6]([CH:8]=[C:9]([CH2:11][O:12][C:13]3[CH:18]=[CH:17][C:16]([F:19])=[CH:15][CH:14]=3)[N:10]=2)[CH:7]=1. (2) Given the reactants CC1(C)[N:6](C([O-])=O)[C@@H:5]([CH2:10][C:11]2[CH:16]=[CH:15][C:14]([S:17]([C:20]3[CH:25]=[CH:24][CH:23]=[CH:22][CH:21]=3)(=[O:19])=[O:18])=[CH:13][CH:12]=2)[CH2:4][O:3]1.[ClH:27], predict the reaction product. The product is: [ClH:27].[NH2:6][C@@H:5]([CH2:10][C:11]1[CH:16]=[CH:15][C:14]([S:17]([C:20]2[CH:25]=[CH:24][CH:23]=[CH:22][CH:21]=2)(=[O:19])=[O:18])=[CH:13][CH:12]=1)[CH2:4][OH:3].